This data is from Forward reaction prediction with 1.9M reactions from USPTO patents (1976-2016). The task is: Predict the product of the given reaction. (1) Given the reactants S([C:2]1[CH:7]=[C:6]([C:8]2[N:9]([C:13]([F:16])([F:15])[F:14])[N:10]=[N:11][CH:12]=2)[C:5]([F:17])=[CH:4][C:3]=1[Cl:18])[C:2]1[CH:7]=[C:6]([C:8]2[N:9]([C:13]([F:16])([F:15])[F:14])[N:10]=[N:11][CH:12]=2)[C:5]([F:17])=[CH:4][C:3]=1[Cl:18].[CH2:36]([S:38]([O-])=O)O.[Na+].C(=O)([O-])[O-].[K+].[K+].[F:48][C:49]([F:53])([F:52])[CH2:50]I, predict the reaction product. The product is: [Cl:18][C:3]1[CH:4]=[C:5]([F:17])[C:6]([C:8]2[N:9]([C:13]([F:14])([F:16])[F:15])[N:10]=[N:11][CH:12]=2)=[CH:7][C:2]=1[CH:50]([S:38][CH:36]([C:2]1[CH:7]=[C:6]([C:8]2[N:9]([C:13]([F:16])([F:14])[F:15])[N:10]=[N:11][CH:12]=2)[C:5]([F:17])=[CH:4][C:3]=1[Cl:18])[C:13]([F:14])([F:16])[F:15])[C:49]([F:53])([F:52])[F:48]. (2) Given the reactants [Br:1][C:2]1[CH:7]=[CH:6][C:5]([C:8]([NH:10][C:11]2[CH:21]=[CH:20][CH:19]=[CH:18][C:12]=2[C:13]([O:15]CC)=[O:14])=[O:9])=[CH:4][CH:3]=1.[OH-].[Na+].Cl, predict the reaction product. The product is: [Br:1][C:2]1[CH:7]=[CH:6][C:5]([C:8]([NH:10][C:11]2[CH:21]=[CH:20][CH:19]=[CH:18][C:12]=2[C:13]([OH:15])=[O:14])=[O:9])=[CH:4][CH:3]=1.